From a dataset of Forward reaction prediction with 1.9M reactions from USPTO patents (1976-2016). Predict the product of the given reaction. (1) Given the reactants [H-].[Al+3].[Li+].[H-].[H-].[H-].[C:7]([C:11]1[C:12]([N+:25]([O-:27])=[O:26])=[CH:13][C:14]([OH:24])=[C:15]([C:17]([CH3:23])([CH3:22])[C:18](OC)=[O:19])[CH:16]=1)([CH3:10])([CH3:9])[CH3:8].Cl, predict the reaction product. The product is: [C:7]([C:11]1[C:12]([N+:25]([O-:27])=[O:26])=[CH:13][C:14]([OH:24])=[C:15]([C:17]([CH3:23])([CH3:22])[CH2:18][OH:19])[CH:16]=1)([CH3:10])([CH3:8])[CH3:9]. (2) Given the reactants C[O:2][C:3](=[O:35])[CH:4]([O:32][CH2:33][CH3:34])[CH2:5][C:6]1[CH:11]=[CH:10][C:9]([CH2:12][CH2:13][N:14]([CH2:25][CH2:26][CH2:27][CH2:28][CH2:29][CH2:30][CH3:31])[C:15](=[O:24])[CH2:16][C:17]2[CH:22]=[CH:21][C:20]([CH3:23])=[CH:19][CH:18]=2)=[CH:8][CH:7]=1.[Li+].[OH-], predict the reaction product. The product is: [CH2:33]([O:32][CH:4]([CH2:5][C:6]1[CH:11]=[CH:10][C:9]([CH2:12][CH2:13][N:14]([CH2:25][CH2:26][CH2:27][CH2:28][CH2:29][CH2:30][CH3:31])[C:15](=[O:24])[CH2:16][C:17]2[CH:18]=[CH:19][C:20]([CH3:23])=[CH:21][CH:22]=2)=[CH:8][CH:7]=1)[C:3]([OH:35])=[O:2])[CH3:34]. (3) Given the reactants [NH2:1][C:2]1[CH:3]=[C:4]([CH:9]=[CH:10][CH:11]=1)[C:5]([NH:7][CH3:8])=[O:6].C(N(C(C)C)C(C)C)C.[Cl:21][C:22]1[N:27]=[C:26]([Cl:28])[C:25]([C:29]#[N:30])=[CH:24][N:23]=1, predict the reaction product. The product is: [Cl:21][C:22]1[N:27]=[C:26]([NH:1][C:2]2[CH:3]=[C:4]([CH:9]=[CH:10][CH:11]=2)[C:5]([NH:7][CH3:8])=[O:6])[C:25]([C:29]#[N:30])=[CH:24][N:23]=1.[Cl:28][C:26]1[C:25]([C:29]#[N:30])=[CH:24][N:23]=[C:22]([NH:1][C:2]2[CH:3]=[C:4]([CH:9]=[CH:10][CH:11]=2)[C:5]([NH:7][CH3:8])=[O:6])[N:27]=1. (4) The product is: [C:21]1([C@H:20]([NH:27][CH2:7][C:6]2[CH:9]=[CH:10][C:3]([CH2:1][CH3:2])=[C:4]([C:11]3[CH:16]=[CH:15][C:14]([O:17][CH3:18])=[CH:13][CH:12]=3)[CH:5]=2)[CH3:19])[CH:26]=[CH:25][CH:24]=[CH:23][CH:22]=1. Given the reactants [CH2:1]([C:3]1[CH:10]=[CH:9][C:6]([CH:7]=O)=[CH:5][C:4]=1[C:11]1[CH:16]=[CH:15][C:14]([O:17][CH3:18])=[CH:13][CH:12]=1)[CH3:2].[CH3:19][C@@H:20]([NH2:27])[C:21]1[CH:26]=[CH:25][CH:24]=[CH:23][CH:22]=1, predict the reaction product. (5) Given the reactants [C:1]([N:4]1[CH2:9][CH2:8][C:7]2[C:10]([C:14]([C:16]3[CH:21]=[CH:20][C:19]([CH3:22])=[CH:18][CH:17]=3)=O)=[C:11]([NH2:13])[S:12][C:6]=2[CH2:5]1)(=[O:3])[CH3:2].O=[C:24]([CH3:35])[CH2:25][CH:26]([CH2:32][CH2:33][CH3:34])[C:27]([O:29][CH2:30][CH3:31])=[O:28].Cl[Si](C)(C)C.O, predict the reaction product. The product is: [C:1]([N:4]1[CH2:5][C:6]2[S:12][C:11]3[N:13]=[C:24]([CH3:35])[C:25]([CH:26]([CH2:32][CH2:33][CH3:34])[C:27]([O:29][CH2:30][CH3:31])=[O:28])=[C:14]([C:16]4[CH:21]=[CH:20][C:19]([CH3:22])=[CH:18][CH:17]=4)[C:10]=3[C:7]=2[CH2:8][CH2:9]1)(=[O:3])[CH3:2]. (6) Given the reactants [NH2:1][CH:2]([CH:15]([CH3:17])[CH3:16])[C:3]([N:5]([CH3:14])[CH2:6][CH2:7][C:8]1[CH:13]=[CH:12][CH:11]=[CH:10][CH:9]=1)=[O:4].[N+:18]([C:21]1[C:22]([CH:34]=O)=[CH:23][C:24]([O:27][C:28]2[CH:33]=[CH:32][CH:31]=[CH:30][CH:29]=2)=[N:25][CH:26]=1)([O-:20])=[O:19].C(O[BH-](OC(=O)C)OC(=O)C)(=O)C.[Na+].[OH-].[Na+], predict the reaction product. The product is: [CH3:16][CH:15]([CH3:17])[CH:2]([NH:1][CH2:34][C:22]1[C:21]([N+:18]([O-:20])=[O:19])=[CH:26][N:25]=[C:24]([O:27][C:28]2[CH:29]=[CH:30][CH:31]=[CH:32][CH:33]=2)[CH:23]=1)[C:3]([N:5]([CH3:14])[CH2:6][CH2:7][C:8]1[CH:13]=[CH:12][CH:11]=[CH:10][CH:9]=1)=[O:4]. (7) Given the reactants [CH2:1]([N:3]1[C:7]2[N:8]=[C:9]([C:18]3[CH:23]=[CH:22][C:21]([NH:24][C:25]([NH:27][C:28]4[CH:36]=[CH:35][C:31]([C:32]([OH:34])=O)=[CH:30][CH:29]=4)=[O:26])=[CH:20][CH:19]=3)[N:10]=[C:11]([N:12]3[CH2:17][CH2:16][O:15][CH2:14][CH2:13]3)[C:6]=2[CH:5]=[CH:4]1)[CH3:2].[CH3:37][N:38]([CH3:45])[CH:39]1[CH2:44][CH2:43][NH:42][CH2:41][CH2:40]1, predict the reaction product. The product is: [CH3:37][N:38]([CH3:45])[CH:39]1[CH2:44][CH2:43][N:42]([C:32]([C:31]2[CH:35]=[CH:36][C:28]([NH:27][C:25]([NH:24][C:21]3[CH:22]=[CH:23][C:18]([C:9]4[N:10]=[C:11]([N:12]5[CH2:17][CH2:16][O:15][CH2:14][CH2:13]5)[C:6]5[CH:5]=[CH:4][N:3]([CH2:1][CH3:2])[C:7]=5[N:8]=4)=[CH:19][CH:20]=3)=[O:26])=[CH:29][CH:30]=2)=[O:34])[CH2:41][CH2:40]1.